Dataset: Catalyst prediction with 721,799 reactions and 888 catalyst types from USPTO. Task: Predict which catalyst facilitates the given reaction. (1) Reactant: [CH2:1]([C:3]1[N:7]([C:8]2[N:16]=[C:15]3[C:11]([N:12]=[C:13]([CH:18]=O)[N:14]3[CH3:17])=[C:10]([N:20]3[CH2:25][CH2:24][O:23][CH2:22][CH2:21]3)[N:9]=2)[C:6]2[CH:26]=[CH:27][CH:28]=[CH:29][C:5]=2[N:4]=1)[CH3:2].[CH:30]([N:33]1[CH2:38][CH2:37][NH:36][CH2:35][C:34]1=[O:39])([CH3:32])[CH3:31].CO.C(O[BH-](OC(=O)C)OC(=O)C)(=O)C.[Na+]. Product: [CH2:1]([C:3]1[N:7]([C:8]2[N:16]=[C:15]3[C:11]([N:12]=[C:13]([CH2:18][N:36]4[CH2:37][CH2:38][N:33]([CH:30]([CH3:32])[CH3:31])[C:34](=[O:39])[CH2:35]4)[N:14]3[CH3:17])=[C:10]([N:20]3[CH2:25][CH2:24][O:23][CH2:22][CH2:21]3)[N:9]=2)[C:6]2[CH:26]=[CH:27][CH:28]=[CH:29][C:5]=2[N:4]=1)[CH3:2]. The catalyst class is: 26. (2) The catalyst class is: 5. Reactant: [CH3:1][O:2][C:3]1[CH:24]=[C:23]([O:25][CH3:26])[CH:22]=[CH:21][C:4]=1[C:5]([NH:7][C:8]1[CH:13]=[CH:12][C:11]([O:14]C2CCCCO2)=[CH:10][CH:9]=1)=[O:6].O.C1(C)C=CC(S(O)(=O)=O)=CC=1. Product: [OH:14][C:11]1[CH:12]=[CH:13][C:8]([NH:7][C:5](=[O:6])[C:4]2[CH:21]=[CH:22][C:23]([O:25][CH3:26])=[CH:24][C:3]=2[O:2][CH3:1])=[CH:9][CH:10]=1. (3) Reactant: C([O-])([O-])=O.[K+:5].[K+].[CH2:7]([N:14]1[C:21]2[CH:20]=[C:19]([C:22]([OH:24])=[O:23])[NH:18][C:17]=2[CH:16]=[CH:15]1)[C:8]1[CH:13]=[CH:12][CH:11]=[CH:10][CH:9]=1. Product: [K+:5].[CH2:7]([N:14]1[C:21]2[CH:20]=[C:19]([C:22]([O-:24])=[O:23])[NH:18][C:17]=2[CH:16]=[CH:15]1)[C:8]1[CH:9]=[CH:10][CH:11]=[CH:12][CH:13]=1. The catalyst class is: 72. (4) Product: [Cl:29][C:25]1[CH:26]=[CH:27][CH:28]=[C:23]([Cl:22])[C:24]=1[C:30]1[C:34]([CH2:35][O:1][C:2]2[CH:10]=[C:9]3[C:5]([C:6]([CH2:11][C:12]4[CH:13]=[C:14]([CH:19]=[CH:20][CH:21]=4)[C:15]([O:17][CH3:18])=[O:16])=[CH:7][NH:8]3)=[CH:4][CH:3]=2)=[C:33]([CH:37]([CH3:39])[CH3:38])[O:32][N:31]=1. Reactant: [OH:1][C:2]1[CH:10]=[C:9]2[C:5]([C:6]([CH2:11][C:12]3[CH:13]=[C:14]([CH:19]=[CH:20][CH:21]=3)[C:15]([O:17][CH3:18])=[O:16])=[CH:7][NH:8]2)=[CH:4][CH:3]=1.[Cl:22][C:23]1[CH:28]=[CH:27][CH:26]=[C:25]([Cl:29])[C:24]=1[C:30]1[C:34]([CH2:35]O)=[C:33]([CH:37]([CH3:39])[CH3:38])[O:32][N:31]=1.C1(P(C2C=CC=CC=2)C2C=CC=CC=2)C=CC=CC=1.N(C(OC(C)C)=O)=NC(OC(C)C)=O. The catalyst class is: 4. (5) Product: [F:1][C:2]1[CH:3]=[CH:4][C:5]([CH2:8][CH:9]([CH3:13])[C:10]([OH:12])=[O:11])=[CH:6][CH:7]=1. Reactant: [F:1][C:2]1[CH:7]=[CH:6][C:5]([CH:8]=[C:9]([CH3:13])[C:10]([OH:12])=[O:11])=[CH:4][CH:3]=1.[H][H]. The catalyst class is: 19. (6) Reactant: [NH2:1][C:2]1[CH:6]=[CH:5][NH:4][N:3]=1.Br[CH2:8][C:9](=O)[C:10]([O:12][CH2:13][CH3:14])=[O:11]. Product: [NH:3]1[C:2]2[NH:1][C:9]([C:10]([O:12][CH2:13][CH3:14])=[O:11])=[CH:8][C:6]=2[CH:5]=[N:4]1. The catalyst class is: 5. (7) Reactant: B(F)(F)F.CCOCC.[Li+].[C-:11]#[C:12][C:13]1[CH:18]=[CH:17][CH:16]=[CH:15][CH:14]=1.[O:19]1[C:21]2([CH2:26][CH2:25][N:24]([C:27]([O:29][C:30]([CH3:33])([CH3:32])[CH3:31])=[O:28])[CH2:23][CH2:22]2)[CH2:20]1. Product: [OH:19][C:21]1([CH2:20][C:11]#[C:12][C:13]2[CH:18]=[CH:17][CH:16]=[CH:15][CH:14]=2)[CH2:22][CH2:23][N:24]([C:27]([O:29][C:30]([CH3:33])([CH3:32])[CH3:31])=[O:28])[CH2:25][CH2:26]1. The catalyst class is: 1. (8) Reactant: [OH:1]CCC1C=CC(CCO)=CC=1.C1N2CCN(CC2)C1.[C:21]1([CH3:31])[CH:26]=[CH:25][C:24]([S:27](Cl)(=[O:29])=[O:28])=[CH:23][CH:22]=1. Product: [C:21]1([CH3:31])[CH:26]=[CH:25][C:24]([S:27]([OH:1])(=[O:29])=[O:28])=[CH:23][CH:22]=1. The catalyst class is: 1. (9) Reactant: [Cl:1][C:2]1[CH:3]=[N+:4]([O-:39])[CH:5]=[C:6]([Cl:38])[C:7]=1[CH2:8][C@@H:9]([C:23]1[CH:28]=[CH:27][C:26]([O:29][CH:30]([F:32])[F:31])=[C:25]([O:33][CH2:34][CH:35]2[CH2:37][CH2:36]2)[CH:24]=1)[O:10][C:11]([O:13][C:14]1[CH:19]=[CH:18][C:17]([N+:20]([O-])=O)=[CH:16][CH:15]=1)=[O:12].OC1C=CC(N[S:48]([CH3:51])(=[O:50])=[O:49])=CC=1. Product: [Cl:1][C:2]1[CH:3]=[N+:4]([O-:39])[CH:5]=[C:6]([Cl:38])[C:7]=1[CH2:8][C@@H:9]([C:23]1[CH:28]=[CH:27][C:26]([O:29][CH:30]([F:32])[F:31])=[C:25]([O:33][CH2:34][CH:35]2[CH2:37][CH2:36]2)[CH:24]=1)[O:10][C:11]([O:13][C:14]1[CH:19]=[CH:18][C:17]([NH:20][S:48]([CH3:51])(=[O:50])=[O:49])=[CH:16][CH:15]=1)=[O:12]. The catalyst class is: 64.